Predict the reaction yield, written as a fraction of the theoretical maximum amount of product (1.0 means a 100% yield; for example, 0.34 means a 34% yield). From a dataset of Reaction yield outcomes from USPTO patents with 853,638 reactions. The reactants are CC(C)(C)C(O[N:6]1[CH2:11][CH:10]=[C:9](B2OC(C)(C)C(C)(C)O2)[CH2:8][CH2:7]1)=O.[C:23]([O-:26])([O-])=[O:24].[K+].[K+].Br[C:30]1[CH:31]=[C:32]([NH:37][C:38](=[O:42])[CH:39]([CH3:41])[CH3:40])[CH:33]=[CH:34][C:35]=1[CH3:36]. The catalyst is CN(C=O)C. The product is [C:38]([NH:37][C:32]1[CH:31]=[CH:30][C:35]([CH3:36])=[C:34]([C:9]2[CH2:8][CH2:7][N:6]([C:23]([O:26][C:35]([CH3:36])([CH3:34])[CH3:30])=[O:24])[CH2:11][CH:10]=2)[CH:33]=1)(=[O:42])[CH:39]([CH3:41])[CH3:40]. The yield is 0.620.